This data is from Forward reaction prediction with 1.9M reactions from USPTO patents (1976-2016). The task is: Predict the product of the given reaction. (1) Given the reactants I[C:2]1[CH:7]=[CH:6][N:5]=[C:4]([CH3:8])[CH:3]=1.B1(B2OC(C)(C)C(C)(C)O2)OC(C)(C)C(C)(C)O1.C([O-])(=O)C.[K+].C(=O)([O-])[O-].[Na+].[Na+].[F:38][C:39]([F:73])([F:72])[C:40]1[CH:41]=[C:42]([C:50]([CH3:71])([CH3:70])[C:51]([N:53]([C:55]2[CH:56]=[N:57][C:58](Cl)=[CH:59][C:60]=2[C:61]2[CH:66]=[CH:65][C:64]([F:67])=[CH:63][C:62]=2[CH3:68])[CH3:54])=[O:52])[CH:43]=[C:44]([C:46]([F:49])([F:48])[F:47])[CH:45]=1, predict the reaction product. The product is: [F:38][C:39]([F:73])([F:72])[C:40]1[CH:41]=[C:42]([C:50]([CH3:71])([CH3:70])[C:51]([N:53]([C:55]2[C:60]([C:61]3[CH:66]=[CH:65][C:64]([F:67])=[CH:63][C:62]=3[CH3:68])=[CH:59][C:58]([C:2]3[CH:7]=[CH:6][N:5]=[C:4]([CH3:8])[CH:3]=3)=[N:57][CH:56]=2)[CH3:54])=[O:52])[CH:43]=[C:44]([C:46]([F:49])([F:48])[F:47])[CH:45]=1. (2) Given the reactants [Br:1][C:2]1[CH:14]=[CH:13][C:12]2[C:11]3[C:6](=[CH:7][C:8](Br)=[CH:9][CH:10]=3)[C:5]([CH2:22][CH2:23][CH2:24][CH2:25][CH2:26][CH3:27])([CH2:16][CH2:17][CH2:18][CH2:19][CH2:20][CH3:21])[C:4]=2[CH:3]=1.C([Sn](CCCC)(CCCC)[C:33]1[S:34][CH:35]=[CH:36][CH:37]=1)CCC.C(=O)([O-])[O-].[Na+].[Na+].C1(C)C=CC=CC=1, predict the reaction product. The product is: [Br:1][C:2]1[CH:3]=[C:4]2[C:12]([C:11]3[CH:10]=[CH:9][C:8]([C:33]4[S:34][CH:35]=[CH:36][CH:37]=4)=[CH:7][C:6]=3[C:5]2([CH2:22][CH2:23][CH2:24][CH2:25][CH2:26][CH3:27])[CH2:16][CH2:17][CH2:18][CH2:19][CH2:20][CH3:21])=[CH:13][CH:14]=1. (3) Given the reactants [CH:1]1[CH:2]=[CH:3][N:4]2[CH2:10][C:9]3[CH:11]=[CH:12][CH:13]=[CH:14][C:8]=3[N:7]([C:15]([C:17]3[CH:22]=[CH:21][C:20]([C:23]4[CH2:28][CH2:27][CH2:26][CH:25](O)[C:24]=4[CH3:30])=[C:19]([CH3:31])[CH:18]=3)=[O:16])[CH2:6][C:5]=12.[N:32]12CCCN=C1CCCCC2.C1(P(N=[N+]=[N-])(C2C=CC=CC=2)=O)C=CC=CC=1, predict the reaction product. The product is: [NH2:32][CH:25]1[CH2:26][CH2:27][CH2:28][C:23]([C:20]2[CH:21]=[CH:22][C:17]([C:15]([N:7]3[C:8]4[CH:14]=[CH:13][CH:12]=[CH:11][C:9]=4[CH2:10][N:4]4[CH:3]=[CH:2][CH:1]=[C:5]4[CH2:6]3)=[O:16])=[CH:18][C:19]=2[CH3:31])=[C:24]1[CH3:30]. (4) Given the reactants [C:1]([C:3]1[CH:4]=[C:5]2[C:11]([CH:12]([OH:28])[C:13]3[C:14]([F:27])=[C:15]([NH:20][S:21]([CH2:24][CH2:25][CH3:26])(=[O:23])=[O:22])[CH:16]=[CH:17][C:18]=3[F:19])=[CH:10][NH:9][C:6]2=[N:7][CH:8]=1)#[N:2].CC(OI1(OC(C)=O)(OC(C)=O)OC(=O)C2C=CC=CC1=2)=O, predict the reaction product. The product is: [C:1]([C:3]1[CH:4]=[C:5]2[C:11]([C:12]([C:13]3[C:14]([F:27])=[C:15]([NH:20][S:21]([CH2:24][CH2:25][CH3:26])(=[O:22])=[O:23])[CH:16]=[CH:17][C:18]=3[F:19])=[O:28])=[CH:10][NH:9][C:6]2=[N:7][CH:8]=1)#[N:2]. (5) Given the reactants [N:1]1[CH:6]=[CH:5][N:4]=[CH:3][C:2]=1[C:7](O)=O.Cl.CN(C)CCCN=C=NCC.N1C=CC=CC=1.[F:28][C:29]([F:64])([F:63])[C:30]([N:32]1[CH2:36][CH2:35][CH2:34][CH:33]1[C:37]1[C:51]([O:52][C:53]2[CH:58]=[CH:57][C:56]([S:59]([CH3:62])(=[O:61])=[O:60])=[CH:55][CH:54]=2)=[CH:50][C:40]2[N:41]=C(C3C=CC=CN=3)[NH:43][C:39]=2[CH:38]=1)=[O:31], predict the reaction product. The product is: [F:64][C:29]([F:28])([F:63])[C:30]([N:32]1[CH2:36][CH2:35][CH2:34][CH:33]1[C:37]1[C:51]([O:52][C:53]2[CH:58]=[CH:57][C:56]([S:59]([CH3:62])(=[O:61])=[O:60])=[CH:55][CH:54]=2)=[CH:50][C:40]2[N:41]=[C:7]([C:2]3[CH:3]=[N:4][CH:5]=[CH:6][N:1]=3)[NH:43][C:39]=2[CH:38]=1)=[O:31]. (6) Given the reactants FC(F)(F)OC1C=C(C(=O)C=O)C=CC=1.[F:16][C:17]1[CH:22]=[C:21]([F:23])[CH:20]=[CH:19][C:18]=1[C:24]1[N:25]=[N:26][CH:27]=[C:28]([C:30]2[CH:35]=[CH:34][CH:33]=[C:32]([O:36][C:37]([F:40])([F:39])[F:38])[CH:31]=2)[N:29]=1.I.FC1C=C(F)C=CC=1C(NN)=N, predict the reaction product. The product is: [F:16][C:17]1[CH:22]=[C:21]([F:23])[CH:20]=[CH:19][C:18]=1[C:24]1[N:25]=[N:26][CH:27]=[C:28]([C:30]2[CH:35]=[CH:34][CH:33]=[C:32]([O:36][C:37]([F:38])([F:40])[F:39])[CH:31]=2)[N:29]=1. (7) Given the reactants Cl.[OH:2][CH:3]1[CH2:6][NH:5][CH2:4]1.Cl[C:8]1[CH:13]=[CH:12][C:11]([N+:14]([O-:16])=[O:15])=[CH:10][N:9]=1.C(N(CC)CC)C.O, predict the reaction product. The product is: [OH:2][CH:3]1[CH2:6][N:5]([C:8]2[CH:13]=[CH:12][C:11]([N+:14]([O-:16])=[O:15])=[CH:10][N:9]=2)[CH2:4]1. (8) Given the reactants [CH2:1]([C@@H:3]1[C@@H:5]([CH:6]=[O:7])[N:4]1[C:8]([O:10][C:11]([CH3:14])([CH3:13])[CH3:12])=[O:9])[CH3:2].[C-]#N.[Na+].[CH3:18][OH:19], predict the reaction product. The product is: [CH2:1]([C@H:3]1[N:4]([C:8]([O:10][C:11]([CH3:13])([CH3:12])[CH3:14])=[O:9])[C@@H:5]1[C:6]([O:19][CH3:18])=[O:7])[CH3:2]. (9) Given the reactants [F:1][C:2]1[CH:3]=[C:4]([CH:7]=[CH:8][C:9]=1[O:10][CH2:11][CH2:12][CH2:13][N:14]1[CH2:19][CH2:18][N:17]([CH3:20])[CH2:16][CH2:15]1)[CH:5]=O.[CH3:21][C:22]1[CH:27]=[CH:26][CH:25]=[C:24]([NH2:28])[C:23]=1[NH2:29], predict the reaction product. The product is: [F:1][C:2]1[CH:3]=[C:4]([C:5]2[NH:28][C:24]3[CH:25]=[CH:26][CH:27]=[C:22]([CH3:21])[C:23]=3[N:29]=2)[CH:7]=[CH:8][C:9]=1[O:10][CH2:11][CH2:12][CH2:13][N:14]1[CH2:19][CH2:18][N:17]([CH3:20])[CH2:16][CH2:15]1. (10) Given the reactants [Cl:1][C:2]1[CH:7]=[C:6]([CH3:8])[CH:5]=[CH:4][C:3]=1[NH:9][C:10]([CH2:12][C@@H:13]([C:19]1[C:23]([CH:24]2[CH2:26][CH2:25]2)=[C:22]([C:27]2[O:31][N:30]=[C:29]([CH2:32][CH:33]([CH3:35])[CH3:34])[CH:28]=2)[O:21][N:20]=1)[CH2:14][CH2:15][C:16]([OH:18])=[O:17])=[O:11].[OH-].[Na+:37], predict the reaction product. The product is: [Cl:1][C:2]1[CH:7]=[C:6]([CH3:8])[CH:5]=[CH:4][C:3]=1[NH:9][C:10]([CH2:12][C@@H:13]([C:19]1[C:23]([CH:24]2[CH2:25][CH2:26]2)=[C:22]([C:27]2[O:31][N:30]=[C:29]([CH2:32][CH:33]([CH3:35])[CH3:34])[CH:28]=2)[O:21][N:20]=1)[CH2:14][CH2:15][C:16]([O-:18])=[O:17])=[O:11].[Na+:37].